Dataset: Reaction yield outcomes from USPTO patents with 853,638 reactions. Task: Predict the reaction yield, written as a fraction of the theoretical maximum amount of product (1.0 means a 100% yield; for example, 0.34 means a 34% yield). (1) The reactants are C([O:3][CH:4](OCC)[CH2:5][O:6][C:7]1[C:14]([O:15][CH3:16])=[CH:13][C:12]([O:17][CH3:18])=[CH:11][C:8]=1[CH:9]=O)C. The catalyst is C(O)(=O)C. The product is [CH3:18][O:17][C:12]1[CH:13]=[C:14]([O:15][CH3:16])[C:7]2[O:6][C:5]([CH:4]=[O:3])=[CH:9][C:8]=2[CH:11]=1. The yield is 0.280. (2) The reactants are Br[C:2]1[S:6][C:5]([CH:7]=[O:8])=[CH:4][CH:3]=1.[F:9][C:10]([F:21])([F:20])[C:11]1[CH:16]=[CH:15][C:14](B(O)O)=[CH:13][CH:12]=1.C([O-])([O-])=O.[K+].[K+]. The catalyst is C1(C)C=CC=CC=1.C1C=CC([P]([Pd]([P](C2C=CC=CC=2)(C2C=CC=CC=2)C2C=CC=CC=2)([P](C2C=CC=CC=2)(C2C=CC=CC=2)C2C=CC=CC=2)[P](C2C=CC=CC=2)(C2C=CC=CC=2)C2C=CC=CC=2)(C2C=CC=CC=2)C2C=CC=CC=2)=CC=1. The product is [F:9][C:10]([F:21])([F:20])[C:11]1[CH:16]=[CH:15][C:14]([C:2]2[S:6][C:5]([CH:7]=[O:8])=[CH:4][CH:3]=2)=[CH:13][CH:12]=1. The yield is 0.630. (3) The reactants are [Br:1][C:2]1[CH:3]=[C:4]([C:8]2([C:12]3[CH:17]=[CH:16][CH:15]=[C:14]([Br:18])[CH:13]=3)[CH2:11][NH:10][CH2:9]2)[CH:5]=[CH:6][CH:7]=1.[C:19]([C:23]1[CH:28]=[CH:27][C:26](I)=[CH:25][CH:24]=1)([CH3:22])([CH3:21])[CH3:20].CC1(C)C2C(=C(P(C3C=CC=CC=3)C3C=CC=CC=3)C=CC=2)OC2C(P(C3C=CC=CC=3)C3C=CC=CC=3)=CC=CC1=2.CC(C)([O-])C. The catalyst is O1CCOCC1.C1C=CC(/C=C/C(/C=C/C2C=CC=CC=2)=O)=CC=1.C1C=CC(/C=C/C(/C=C/C2C=CC=CC=2)=O)=CC=1.C1C=CC(/C=C/C(/C=C/C2C=CC=CC=2)=O)=CC=1.[Pd].[Pd].C(#N)C.O.ClCCl. The product is [Br:1][C:2]1[CH:3]=[C:4]([C:8]2([C:12]3[CH:17]=[CH:16][CH:15]=[C:14]([Br:18])[CH:13]=3)[CH2:9][N:10]([C:26]3[CH:27]=[CH:28][C:23]([C:19]([CH3:22])([CH3:21])[CH3:20])=[CH:24][CH:25]=3)[CH2:11]2)[CH:5]=[CH:6][CH:7]=1. The yield is 0.318. (4) The reactants are Br[CH:2]([C:14]1[CH:19]=[CH:18][CH:17]=[CH:16][CH:15]=1)[C:3]([O:5][C@H:6]([C:8]1[CH:13]=[CH:12][CH:11]=[CH:10][CH:9]=1)[CH3:7])=[O:4].C(N(CC)CC)C.[CH3:27][C:28]1([OH:34])[CH2:33][CH2:32][NH:31][CH2:30][CH2:29]1. The catalyst is C1COCC1.[I-].C([N+](CCCC)(CCCC)CCCC)CCC.C(OCC)(=O)C. The product is [OH:34][C:28]1([CH3:27])[CH2:33][CH2:32][N:31]([C@H:2]([C:14]2[CH:19]=[CH:18][CH:17]=[CH:16][CH:15]=2)[C:3]([O:5][C@H:6]([C:8]2[CH:13]=[CH:12][CH:11]=[CH:10][CH:9]=2)[CH3:7])=[O:4])[CH2:30][CH2:29]1. The yield is 0.600. (5) The reactants are [C:1]([Si:18](C)([CH3:25])[O:19][N-:20][C:21]([CH3:24])([CH3:23])[CH3:22])(OCC1C2C(=CC=CC=2)C2C1=CC=CC=2)=O.[NH:27]1[CH2:34][CH2:33][CH2:32][C@H:28]1[C:29]([OH:31])=[O:30].C(#N)C.N1CCCCC1.C(Cl)Cl. The catalyst is CO. The product is [C:21]([N-:20][O:19][SiH:18]([CH3:25])[CH3:1])([CH3:24])([CH3:23])[CH3:22].[NH:27]1[CH2:34][CH2:33][CH2:32][C@H:28]1[C:29]([OH:31])=[O:30]. The yield is 0.900.